This data is from Forward reaction prediction with 1.9M reactions from USPTO patents (1976-2016). The task is: Predict the product of the given reaction. (1) Given the reactants [F:1][C:2]1[CH:3]=[C:4]([N:18]2[CH2:22][C@H:21]([CH2:23][NH:24][C:25](=[O:27])[CH3:26])[O:20][C:19]2=[O:28])[CH:5]=[CH:6][C:7]=1[N:8]1[CH2:13][CH2:12][N:11]([C:14](=[O:17])[CH2:15][OH:16])[CH2:10][CH2:9]1.C1C=C([O:35]O)C(C(O)=O)=C(C(O)=O)C=1, predict the reaction product. The product is: [F:1][C:2]1[CH:3]=[C:4]([N:18]2[CH2:22][C@@H:21]([CH2:23][NH+:24]([O-:35])[C:25](=[O:27])[CH3:26])[O:20][C:19]2=[O:28])[CH:5]=[CH:6][C:7]=1[N:8]1[CH2:13][CH2:12][N:11]([C:14](=[O:17])[CH2:15][OH:16])[CH2:10][CH2:9]1. (2) Given the reactants Cl[C:2]1[C:3]2[N:11]=[C:10](Cl)[CH:9]=[CH:8][C:4]=2[N:5]=[CH:6][N:7]=1.[N:13]1[C:21]2[C:16](=[N:17][CH:18]=[CH:19][CH:20]=2)[S:15][C:14]=1[NH2:22].[SH:23][C:24]1[N:28]([CH3:29])[CH:27]=[N:26][N:25]=1, predict the reaction product. The product is: [CH3:29][N:28]1[CH:27]=[N:26][N:25]=[C:24]1[S:23][C:10]1[CH:9]=[CH:8][C:4]2[N:5]=[CH:6][N:7]=[C:2]([NH:22][C:14]3[S:15][C:16]4[C:21]([N:13]=3)=[CH:20][CH:19]=[CH:18][N:17]=4)[C:3]=2[N:11]=1. (3) Given the reactants Br[C:2]1[CH:11]=[CH:10][C:9]2[N:8]=[C:7]([NH2:12])[C:6]3[N:13]=[C:14]([CH2:16][CH2:17][CH3:18])[S:15][C:5]=3[C:4]=2[CH:3]=1.[OH:19][CH2:20][C:21]1[CH:26]=[CH:25][C:24](B(O)O)=[CH:23][CH:22]=1, predict the reaction product. The product is: [NH2:12][C:7]1[C:6]2[N:13]=[C:14]([CH2:16][CH2:17][CH3:18])[S:15][C:5]=2[C:4]2[CH:3]=[C:2]([C:24]3[CH:25]=[CH:26][C:21]([CH2:20][OH:19])=[CH:22][CH:23]=3)[CH:11]=[CH:10][C:9]=2[N:8]=1. (4) Given the reactants [C:1]1([C:7](=[N:14][CH:15]([CH2:21][CH2:22][CH2:23][CH2:24][B:25]2[O:29][C:28]([CH3:31])([CH3:30])[C:27]([CH3:33])([CH3:32])[O:26]2)[C:16]([O:18][CH2:19][CH3:20])=[O:17])[C:8]2[CH:13]=[CH:12][CH:11]=[CH:10][CH:9]=2)[CH:6]=[CH:5][CH:4]=[CH:3][CH:2]=1.[CH2:34]1[CH2:38]OC[CH2:35]1.C[Si]([N-][Si](C)(C)C)(C)C.[Li+].C(Br)C=C, predict the reaction product. The product is: [CH2:38]([C:15]([N:14]=[C:7]([C:8]1[CH:13]=[CH:12][CH:11]=[CH:10][CH:9]=1)[C:1]1[CH:6]=[CH:5][CH:4]=[CH:3][CH:2]=1)([CH2:21][CH2:22][CH2:23][CH2:24][B:25]1[O:26][C:27]([CH3:32])([CH3:33])[C:28]([CH3:31])([CH3:30])[O:29]1)[C:16]([O:18][CH2:19][CH3:20])=[O:17])[CH:34]=[CH2:35]. (5) Given the reactants [C:1]([OH:10])(=O)[C:2]1[C:3](=[CH:5][CH:6]=[CH:7][CH:8]=1)[NH2:4].[CH3:11][NH2:12].[F:13][C:14]1[CH:21]=[C:20]([O:22][CH3:23])[CH:19]=[CH:18][C:15]=1[CH:16]=O.OC1[CH2:30][CH2:29][N:28](C(OC(C)(C)C)=O)[CH2:27][CH2:26]1.[C:38]1(=O)[CH2:42][CH2:41][CH2:40][CH2:39]1, predict the reaction product. The product is: [CH:38]1([N:28]2[CH2:29][CH2:30][CH:23]([O:22][C:20]3[CH:19]=[CH:18][C:15]([C:16]4[N:12]([CH3:11])[C:1](=[O:10])[C:2]5[C:3](=[CH:5][CH:6]=[CH:7][CH:8]=5)[N:4]=4)=[C:14]([F:13])[CH:21]=3)[CH2:26][CH2:27]2)[CH2:42][CH2:41][CH2:40][CH2:39]1. (6) The product is: [O:20]1[C:24]2[CH:25]=[CH:26][C:27]([CH2:29][NH:30][C:2]3[N:19]=[C:5]4[CH:6]=[CH:7][C:8]([S:10]([N:13]5[CH2:18][CH2:17][CH2:16][CH2:15][CH2:14]5)(=[O:12])=[O:11])=[CH:9][N:4]4[N:3]=3)=[CH:28][C:23]=2[O:22][CH2:21]1. Given the reactants Cl[C:2]1[N:19]=[C:5]2[CH:6]=[CH:7][C:8]([S:10]([N:13]3[CH2:18][CH2:17][CH2:16][CH2:15][CH2:14]3)(=[O:12])=[O:11])=[CH:9][N:4]2[N:3]=1.[O:20]1[C:24]2[CH:25]=[CH:26][C:27]([CH2:29][NH2:30])=[CH:28][C:23]=2[O:22][CH2:21]1, predict the reaction product. (7) Given the reactants [C:1]([O:5][C:6]([NH:8][C:9]1[CH:14]=[CH:13][CH:12]=[CH:11][C:10]=1[NH:15][C:16](=[O:32])[C:17]1[CH:22]=[CH:21][C:20](B2OC(C)(C)C(C)(C)O2)=[CH:19][CH:18]=1)=[O:7])([CH3:4])([CH3:3])[CH3:2].Cl[C:34]1[S:35][C:36]([CH2:39][N:40]2[CH2:45][CH2:44][CH2:43][CH2:42][CH2:41]2)=[CH:37][N:38]=1, predict the reaction product. The product is: [C:1]([O:5][C:6]([NH:8][C:9]1[CH:14]=[CH:13][CH:12]=[CH:11][C:10]=1[NH:15][C:16](=[O:32])[C:17]1[CH:18]=[CH:19][C:20]([C:34]2[S:35][C:36]([CH2:39][N:40]3[CH2:41][CH2:42][CH2:43][CH2:44][CH2:45]3)=[CH:37][N:38]=2)=[CH:21][CH:22]=1)=[O:7])([CH3:2])([CH3:4])[CH3:3].